Dataset: KCNQ2 potassium channel screen with 302,405 compounds. Task: Binary Classification. Given a drug SMILES string, predict its activity (active/inactive) in a high-throughput screening assay against a specified biological target. (1) The molecule is S(=O)(=O)(NCCNC(=O)c1nonc1N)c1ccc(cc1)C. The result is 0 (inactive). (2) The molecule is OC1=C(C(N(CCN(CC)CC)C1=O)c1cc(OC)c(OC)cc1)C(=O)C. The result is 0 (inactive).